From a dataset of Full USPTO retrosynthesis dataset with 1.9M reactions from patents (1976-2016). Predict the reactants needed to synthesize the given product. (1) The reactants are: [Cl:1][C:2]1[CH:7]=[CH:6][CH:5]=[CH:4][C:3]=1[C@H:8]([O:10][C:11](=[O:26])[NH:12][C:13]1[C:14]([CH3:25])=[N:15][O:16][C:17]=1[C:18]1[CH:23]=[CH:22][C:21](Br)=[CH:20][CH:19]=1)[CH3:9].[CH2:27]([O:29][C:30]([C:32]1[CH:37]=[CH:36][C:35](B(O)O)=[CH:34][CH:33]=1)=[O:31])[CH3:28]. Given the product [CH2:27]([O:29][C:30]([C:32]1[CH:37]=[CH:36][C:35]([C:21]2[CH:22]=[CH:23][C:18]([C:17]3[O:16][N:15]=[C:14]([CH3:25])[C:13]=3[NH:12][C:11]([O:10][C@@H:8]([C:3]3[CH:4]=[CH:5][CH:6]=[CH:7][C:2]=3[Cl:1])[CH3:9])=[O:26])=[CH:19][CH:20]=2)=[CH:34][CH:33]=1)=[O:31])[CH3:28], predict the reactants needed to synthesize it. (2) Given the product [C:50]([NH:54][C:23]([C:22]1[CH:21]=[N:20][N:17]2[CH:18]=[CH:19][C:14]([N:10]3[CH2:11][CH2:12][CH2:13][C@@H:9]3[C:3]3[CH:4]=[C:5]([F:8])[CH:6]=[CH:7][C:2]=3[F:1])=[N:15][C:16]=12)=[O:24])([CH3:53])([CH3:52])[CH3:51], predict the reactants needed to synthesize it. The reactants are: [F:1][C:2]1[CH:7]=[CH:6][C:5]([F:8])=[CH:4][C:3]=1[C@H:9]1[CH2:13][CH2:12][CH2:11][N:10]1[C:14]1[CH:19]=[CH:18][N:17]2[N:20]=[CH:21][C:22]([C:23](O)=[O:24])=[C:16]2[N:15]=1.CN(C(ON1N=NC2C=CC=NC1=2)=[N+](C)C)C.F[P-](F)(F)(F)(F)F.[C:50]([NH2:54])([CH3:53])([CH3:52])[CH3:51].C(N(C(C)C)CC)(C)C. (3) Given the product [F:8][C:6]1[CH:7]=[C:2]([NH:1][S:34]([CH3:33])(=[O:36])=[O:35])[CH:3]=[C:4]([F:32])[C:5]=1[CH:9]1[O:13][N:12]=[C:11]([C:14]2[N:15]=[C:16]([CH:19]3[CH2:24][CH2:23][N:22]([C:25]([O:27][C:28]([CH3:29])([CH3:31])[CH3:30])=[O:26])[CH2:21][CH2:20]3)[S:17][CH:18]=2)[CH2:10]1, predict the reactants needed to synthesize it. The reactants are: [NH2:1][C:2]1[CH:7]=[C:6]([F:8])[C:5]([CH:9]2[O:13][N:12]=[C:11]([C:14]3[N:15]=[C:16]([CH:19]4[CH2:24][CH2:23][N:22]([C:25]([O:27][C:28]([CH3:31])([CH3:30])[CH3:29])=[O:26])[CH2:21][CH2:20]4)[S:17][CH:18]=3)[CH2:10]2)=[C:4]([F:32])[CH:3]=1.[CH3:33][S:34](Cl)(=[O:36])=[O:35].N1C=CC=CC=1.Cl. (4) Given the product [F:23][C:17]1[CH:18]=[CH:19][CH:20]=[C:21]([F:22])[C:16]=1[C:14]1[O:15][C:11]([C:8]2[CH:9]=[CH:10][C:5]([O:4][CH2:3][CH2:2][NH:28][CH3:27])=[CH:6][CH:7]=2)=[C:12]([C:24]([NH2:26])=[O:25])[N:13]=1, predict the reactants needed to synthesize it. The reactants are: Cl[CH2:2][CH2:3][O:4][C:5]1[CH:10]=[CH:9][C:8]([C:11]2[O:15][C:14]([C:16]3[C:21]([F:22])=[CH:20][CH:19]=[CH:18][C:17]=3[F:23])=[N:13][C:12]=2[C:24]([NH2:26])=[O:25])=[CH:7][CH:6]=1.[CH3:27][NH:28]CC1C=CC=CC=1.COC1C=CC(C2NC(C(N)=O)=C(C3C=CC(OC)=CC=3)N=2)=CC=1.